Dataset: Forward reaction prediction with 1.9M reactions from USPTO patents (1976-2016). Task: Predict the product of the given reaction. Given the reactants [CH:1]([O:4]C(N=NC(OC(C)C)=O)=O)(C)[CH3:2].C1(P(C2C=CC=CC=2)C2C=CC=CC=2)C=CC=CC=1.[Cl:34][C:35]1[CH:45]=[C:44]([CH2:46]O)[CH:43]=[CH:42][C:36]=1[O:37][CH2:38][C:39]([NH2:41])=[O:40].[S:48]1C=CC=C1CC(O)=O, predict the reaction product. The product is: [C:1]([S:48][CH2:46][C:44]1[CH:43]=[CH:42][C:36]([O:37][CH2:38][C:39]([NH2:41])=[O:40])=[C:35]([Cl:34])[CH:45]=1)(=[O:4])[CH3:2].